From a dataset of Full USPTO retrosynthesis dataset with 1.9M reactions from patents (1976-2016). Predict the reactants needed to synthesize the given product. (1) The reactants are: [N:1]1([C:10](OC(C)(C)C)=O)[CH2:6][CH2:5][CH2:4][CH:3]2[CH2:7][NH:8][CH2:9][CH:2]12.CC1C=CC(S(OC2C3CCC[C:35]4[CH:39]=[CH:40][CH:41]=[CH:42][C:34]=4[C:30]=3[N:31]=[CH:32][N:33]=2)(=O)=O)=CC=1.CC1C=CC(S(OC2C3CCCC4C=CC=CC=4C=3N=C(N)N=2)(=O)=O)=CC=1. Given the product [N:31]1[C:30]2[C:34]3[CH:42]=[CH:41][CH:40]=[CH:39][C:35]=3[CH2:7][CH2:3][CH2:4][C:5]=2[C:6]([N:1]2[CH2:2][CH:9]([NH2:8])[CH2:10]2)=[N:33][CH:32]=1, predict the reactants needed to synthesize it. (2) Given the product [Cl:1][C:2]1[CH:7]=[C:6]([O:29][CH3:27])[N:5]2[N:9]=[CH:10][C:11]([CH2:12][C:13]3[CH:18]=[CH:17][CH:16]=[C:15]([C:19]([F:22])([F:21])[F:20])[C:14]=3[CH3:23])=[C:4]2[N:3]=1, predict the reactants needed to synthesize it. The reactants are: [Cl:1][C:2]1[CH:7]=[C:6](Cl)[N:5]2[N:9]=[CH:10][C:11]([CH2:12][C:13]3[CH:18]=[CH:17][CH:16]=[C:15]([C:19]([F:22])([F:21])[F:20])[C:14]=3[CH3:23])=[C:4]2[N:3]=1.C[O-].[Na+].[C:27](OCC)(=[O:29])C.Cl. (3) Given the product [S:14]1[C:15]([C:2]2[CH:7]=[CH:6][CH:5]=[CH:4][N:3]=2)=[CH:16][C:17]2[CH:22]=[CH:21][CH:20]=[CH:19][C:18]1=2, predict the reactants needed to synthesize it. The reactants are: Br[C:2]1[CH:7]=[CH:6][CH:5]=[CH:4][N:3]=1.COCCOC.[S:14]1[C:18]2[CH:19]=[CH:20][CH:21]=[CH:22][C:17]=2[CH:16]=[C:15]1B(O)O.C(=O)(O)[O-].[Na+]. (4) Given the product [CH2:1]([CH:3]1[C:8]2([CH:12]([OH:13])[CH2:11][CH2:10][CH2:9]2)[CH2:7][CH:6]=[C:5]([CH3:14])[CH2:4]1)[CH3:2], predict the reactants needed to synthesize it. The reactants are: [CH2:1]([CH:3]1[C:8]2([C:12](=[O:13])[CH2:11][CH2:10][CH2:9]2)[CH2:7][CH:6]=[C:5]([CH3:14])[CH2:4]1)[CH3:2].COCCO[AlH2-]OCCOC.[Na+].